Dataset: Full USPTO retrosynthesis dataset with 1.9M reactions from patents (1976-2016). Task: Predict the reactants needed to synthesize the given product. (1) Given the product [Br:17][C:7]1[CH:6]=[CH:5][N:4]=[C:3]([CH2:1][CH3:2])[CH:8]=1, predict the reactants needed to synthesize it. The reactants are: [CH2:1]([C:3]1[CH:8]=[C:7]([N+]([O-])=O)[CH:6]=[CH:5][N:4]=1)[CH3:2].[OH-].[Na+].C([Br:17])(=O)C. (2) Given the product [F:34][C:35]1[CH:36]=[C:37]([NH:42][C:43](=[O:44])[NH:45][C:46]2[CH:47]=[CH:48][C:49]([C:8]3[CH:9]=[C:10]4[C:5](=[CH:6][CH:7]=3)[C:4](=[O:21])[C@@:3]([CH2:22][C:23]([O:25][CH3:26])=[O:24])([CH2:1][CH3:2])[CH2:12][CH2:11]4)=[CH:50][CH:51]=2)[CH:38]=[CH:39][C:40]=1[F:41], predict the reactants needed to synthesize it. The reactants are: [CH2:1]([C@@:3]1([CH2:22][C:23]([O:25][CH2:26]C)=[O:24])[CH2:12][CH2:11][C:10]2[C:5](=[CH:6][CH:7]=[C:8](OS(C(F)(F)F)(=O)=O)[CH:9]=2)[C:4]1=[O:21])[CH3:2].C(=O)([O-])[O-].[Cs+].[Cs+].[F:34][C:35]1[CH:36]=[C:37]([NH:42][C:43]([NH:45][C:46]2[CH:51]=[CH:50][C:49](B3OC(C)(C)C(C)(C)O3)=[CH:48][CH:47]=2)=[O:44])[CH:38]=[CH:39][C:40]=1[F:41]. (3) Given the product [C:1]([O:5][C:6](=[O:33])[N:7]([CH2:9][C:10]1[CH:14]=[C:13]([C:15]2[CH:20]=[CH:19][CH:18]=[C:17]([CH2:21][OH:22])[C:16]=2[F:23])[N:12]([S:24]([C:27]2[CH:28]=[N:29][CH:30]=[CH:31][CH:32]=2)(=[O:25])=[O:26])[CH:11]=1)[CH3:8])([CH3:4])([CH3:2])[CH3:3], predict the reactants needed to synthesize it. The reactants are: [C:1]([O:5][C:6](=[O:33])[N:7]([CH2:9][C:10]1[CH:14]=[C:13]([C:15]2[CH:20]=[CH:19][CH:18]=[C:17]([CH:21]=[O:22])[C:16]=2[F:23])[N:12]([S:24]([C:27]2[CH:28]=[N:29][CH:30]=[CH:31][CH:32]=2)(=[O:26])=[O:25])[CH:11]=1)[CH3:8])([CH3:4])([CH3:3])[CH3:2].[BH4-].[Na+].CO.O. (4) Given the product [C:1]([C:5]1[CH:10]=[CH:9][CH:8]=[CH:7][C:6]=1[N:11]1[CH2:12][CH2:13][N:14]([C:17](=[O:34])[C:18]([NH:20][CH:21]2[CH2:22][CH2:23][N:24]([C:36](=[O:42])[C:37]([O:39][CH2:40][CH3:41])=[O:38])[CH2:25][CH2:26]2)=[O:19])[CH2:15][CH2:16]1)([CH3:2])([CH3:3])[CH3:4], predict the reactants needed to synthesize it. The reactants are: [C:1]([C:5]1[CH:10]=[CH:9][CH:8]=[CH:7][C:6]=1[N:11]1[CH2:16][CH2:15][N:14]([C:17](=[O:34])[C:18]([NH:20][CH:21]2[CH2:26][CH2:25][N:24](C(OC(C)(C)C)=O)[CH2:23][CH2:22]2)=[O:19])[CH2:13][CH2:12]1)([CH3:4])([CH3:3])[CH3:2].Cl[C:36](=[O:42])[C:37]([O:39][CH2:40][CH3:41])=[O:38].C(N(CC)CC)C.C([O-])(O)=O.[Na+]. (5) Given the product [OH:33][C:31]([CH3:34])([CH3:32])[CH2:30][NH:29][C:25]([C:22]1[CH:23]=[CH:24][C:19]([C:15]2[CH:16]=[CH:17][CH:18]=[C:13]([NH:12][S:9]([C:5]3[CH:6]=[C:7]([CH3:8])[C:2]([Cl:1])=[CH:3][C:4]=3[CH3:28])(=[O:11])=[O:10])[CH:14]=2)=[CH:20][CH:21]=1)=[O:26], predict the reactants needed to synthesize it. The reactants are: [Cl:1][C:2]1[C:7]([CH3:8])=[CH:6][C:5]([S:9]([NH:12][C:13]2[CH:14]=[C:15]([C:19]3[CH:24]=[CH:23][C:22]([C:25](O)=[O:26])=[CH:21][CH:20]=3)[CH:16]=[CH:17][CH:18]=2)(=[O:11])=[O:10])=[C:4]([CH3:28])[CH:3]=1.[NH2:29][CH2:30][C:31]([CH3:34])([OH:33])[CH3:32]. (6) Given the product [CH3:25][N:4]1[C:5]2[C:10]([NH:11][CH:12]3[CH2:17][CH2:16][N:15]([C:18]([O:20][C:21]([CH3:24])([CH3:23])[CH3:22])=[O:19])[CH2:14][CH2:13]3)=[N:9][CH:8]=[N:7][C:6]=2[C:2]([C:33]2[CH:34]=[CH:35][C:30]([S:27]([CH3:26])(=[O:29])=[O:28])=[CH:31][CH:32]=2)=[CH:3]1, predict the reactants needed to synthesize it. The reactants are: Br[C:2]1[C:6]2[N:7]=[CH:8][N:9]=[C:10]([NH:11][CH:12]3[CH2:17][CH2:16][N:15]([C:18]([O:20][C:21]([CH3:24])([CH3:23])[CH3:22])=[O:19])[CH2:14][CH2:13]3)[C:5]=2[N:4]([CH3:25])[CH:3]=1.[CH3:26][S:27]([C:30]1[CH:35]=[CH:34][C:33](B(O)O)=[CH:32][CH:31]=1)(=[O:29])=[O:28].C([O-])([O-])=O.[Na+].[Na+]. (7) Given the product [CH2:1]([C:3]1[CH:4]=[C:5]([C:21]2[CH2:26][CH2:25][NH:24][CH2:23][CH:22]=2)[CH:6]=[CH:7][C:8]=1[N:9]([CH3:20])[C:10]1[N:15]=[CH:14][C:13]2[N:16]=[CH:17][N:18]([CH3:19])[C:12]=2[CH:11]=1)[CH3:2], predict the reactants needed to synthesize it. The reactants are: [CH2:1]([C:3]1[CH:4]=[C:5]([C:21]2[CH2:26][CH2:25][N:24](C(OC(C)(C)C)=O)[CH2:23][CH:22]=2)[CH:6]=[CH:7][C:8]=1[N:9]([CH3:20])[C:10]1[N:15]=[CH:14][C:13]2[N:16]=[CH:17][N:18]([CH3:19])[C:12]=2[CH:11]=1)[CH3:2].FC(F)(F)C(O)=O. (8) The reactants are: [CH3:1][N:2]1[C:7](=[O:8])[C:6]2=[CH:9][N:10]([CH2:12][C:13]3[CH:18]=[CH:17][C:16]([C:19]4[CH:24]=[CH:23][CH:22]=[C:21]([F:25])[N:20]=4)=[CH:15][CH:14]=3)[N:11]=[C:5]2[N:4]2[C@H:26]3[CH2:31][CH2:30][CH2:29][C@H:27]3[N:28]=[C:3]12.[CH3:32][S:33]SC.[Li+].CC([N-]C(C)C)C. Given the product [CH3:1][N:2]1[C:7](=[O:8])[C:6]2=[C:9]([S:33][CH3:32])[N:10]([CH2:12][C:13]3[CH:14]=[CH:15][C:16]([C:19]4[CH:24]=[CH:23][CH:22]=[C:21]([F:25])[N:20]=4)=[CH:17][CH:18]=3)[N:11]=[C:5]2[N:4]2[C@H:26]3[CH2:31][CH2:30][CH2:29][C@H:27]3[N:28]=[C:3]12, predict the reactants needed to synthesize it. (9) Given the product [Br:1][C:2]1[CH:9]=[C:8]2[C:5]([CH:6]=[N:16][C:17]([NH2:19])=[N:18]2)=[C:4]([F:11])[CH:3]=1, predict the reactants needed to synthesize it. The reactants are: [Br:1][C:2]1[CH:9]=[C:8](F)[C:5]([CH:6]=O)=[C:4]([F:11])[CH:3]=1.C(=O)([O-])[O-].[NH2:16][C:17]([NH2:19])=[NH2+:18].[NH2:16][C:17]([NH2:19])=[NH2+:18]. (10) Given the product [Cl:13][C:14]1[CH:15]=[C:16]([CH:20]([CH:24]2[CH2:28][CH2:27][CH2:26][CH2:25]2)[C:21]([OH:23])=[O:22])[CH:17]=[CH:18][CH:19]=1, predict the reactants needed to synthesize it. The reactants are: C(NC(C)C)(C)C.C([Li])CCC.[Cl:13][C:14]1[CH:15]=[C:16]([CH2:20][C:21]([OH:23])=[O:22])[CH:17]=[CH:18][CH:19]=1.[CH:24]1(Br)[CH2:28][CH2:27][CH2:26][CH2:25]1.